Dataset: Full USPTO retrosynthesis dataset with 1.9M reactions from patents (1976-2016). Task: Predict the reactants needed to synthesize the given product. Given the product [CH2:20]([O:1][C:2]1[CH:13]=[CH:12][C:5]2[CH2:6][CH2:7][CH2:8][CH2:9][C:10](=[O:11])[C:4]=2[CH:3]=1)[C:21]1[CH:26]=[CH:25][CH:24]=[CH:23][CH:22]=1, predict the reactants needed to synthesize it. The reactants are: [OH:1][C:2]1[CH:13]=[CH:12][C:5]2[CH2:6][CH2:7][CH2:8][CH2:9][C:10](=[O:11])[C:4]=2[CH:3]=1.C(=O)([O-])[O-].[K+].[K+].[CH2:20](Br)[C:21]1[CH:26]=[CH:25][CH:24]=[CH:23][CH:22]=1.O.